Dataset: Forward reaction prediction with 1.9M reactions from USPTO patents (1976-2016). Task: Predict the product of the given reaction. (1) Given the reactants [CH2:1]([C:3]1[N:16]([C@@H:17]2[C:25]3[C:20](=[CH:21][C:22]([C:26]4[CH:31]=[CH:30][CH:29]=[CH:28][C:27]=4[C:32]4[N:36](C(C5C=CC=CC=5)(C5C=CC=CC=5)C5C=CC=CC=5)[N:35]=[N:34][N:33]=4)=[CH:23][CH:24]=3)[CH2:19][CH2:18]2)[C:6]2=[N:7][C:8]([CH2:12][CH2:13][O:14][CH3:15])=[CH:9][C:10]([CH3:11])=[C:5]2[N:4]=1)[CH3:2], predict the reaction product. The product is: [CH2:1]([C:3]1[N:16]([C@@H:17]2[C:25]3[C:20](=[CH:21][C:22]([C:26]4[CH:31]=[CH:30][CH:29]=[CH:28][C:27]=4[C:32]4[NH:36][N:35]=[N:34][N:33]=4)=[CH:23][CH:24]=3)[CH2:19][CH2:18]2)[C:6]2=[N:7][C:8]([CH2:12][CH2:13][O:14][CH3:15])=[CH:9][C:10]([CH3:11])=[C:5]2[N:4]=1)[CH3:2]. (2) Given the reactants [CH:1]12[CH2:7][CH:4]([CH:5]=[CH:6]1)[CH2:3][CH:2]2[S:8]([NH2:11])(=[O:10])=[O:9].C(=O)(O)[O-:13].[Na+].ClCCl.ClC1C=CC=C(C(OO)=O)C=1, predict the reaction product. The product is: [O:13]1[CH:6]2[CH:5]1[CH:4]1[CH2:7][CH:1]2[CH:2]([S:8]([NH2:11])(=[O:9])=[O:10])[CH2:3]1. (3) Given the reactants [CH3:1][O:2][C:3](=[O:19])[C:4]1[CH:9]=[C:8]([O:10][CH2:11][C:12]2[CH:17]=[CH:16][CH:15]=[CH:14][CH:13]=2)[CH:7]=[CH:6][C:5]=1Br.[CH2:20]([OH:23])[C:21]#[CH:22], predict the reaction product. The product is: [CH3:1][O:2][C:3](=[O:19])[C:4]1[CH:9]=[C:8]([O:10][CH2:11][C:12]2[CH:17]=[CH:16][CH:15]=[CH:14][CH:13]=2)[CH:7]=[CH:6][C:5]=1[C:22]#[C:21][CH2:20][OH:23]. (4) Given the reactants N#N.Cl[C:4]1[N:5]=[C:6]2[CH:14]=[CH:13][N:12]=[CH:11][C:7]2=[N:8][C:9]=1[Cl:10].Cl.[F:16][C:17]1[CH:29]=[C:28]([F:30])[CH:27]=[CH:26][C:18]=1[O:19][CH:20]1[CH2:25][CH2:24][NH:23][CH2:22][CH2:21]1.C(N(C(C)C)C(C)C)C, predict the reaction product. The product is: [Cl:10][C:9]1[N:8]=[C:7]2[CH:11]=[N:12][CH:13]=[CH:14][C:6]2=[N:5][C:4]=1[N:23]1[CH2:22][CH2:21][CH:20]([O:19][C:18]2[CH:26]=[CH:27][C:28]([F:30])=[CH:29][C:17]=2[F:16])[CH2:25][CH2:24]1. (5) Given the reactants [NH2:1][C:2]1[N:3]([CH3:24])[C:4](=[O:23])[C:5]2([C:15]3[C:10](=[CH:11][CH:12]=[C:13](Br)[CH:14]=3)[O:9][CH:8]([C:17]3[CH:22]=[CH:21][CH:20]=[CH:19][CH:18]=3)[CH2:7]2)[N:6]=1.[CH2:25]([NH:29][C:30]([C:32]1[CH:37]=[CH:36][C:35](B(O)O)=[CH:34][CH:33]=1)=[O:31])[CH:26]([CH3:28])[CH3:27], predict the reaction product. The product is: [NH2:1][C:2]1[N:3]([CH3:24])[C:4](=[O:23])[C:5]2([C:15]3[C:10](=[CH:11][CH:12]=[C:13]([C:35]4[CH:36]=[CH:37][C:32]([C:30]([NH:29][CH2:25][CH:26]([CH3:28])[CH3:27])=[O:31])=[CH:33][CH:34]=4)[CH:14]=3)[O:9][CH:8]([C:17]3[CH:22]=[CH:21][CH:20]=[CH:19][CH:18]=3)[CH2:7]2)[N:6]=1. (6) Given the reactants C(N(CC)CC)C.[CH2:8]([O:15][C:16]1[CH:25]=[C:24]2[C:19]([C:20](Cl)=[C:21]([N+:26]([O-:28])=[O:27])[CH:22]=[N:23]2)=[CH:18][CH:17]=1)[C:9]1[CH:14]=[CH:13][CH:12]=[CH:11][CH:10]=1.[CH2:30]([NH2:34])[CH:31]([CH3:33])[CH3:32], predict the reaction product. The product is: [CH2:8]([O:15][C:16]1[CH:25]=[C:24]2[C:19]([C:20]([NH:34][CH2:30][CH:31]([CH3:33])[CH3:32])=[C:21]([N+:26]([O-:28])=[O:27])[CH:22]=[N:23]2)=[CH:18][CH:17]=1)[C:9]1[CH:14]=[CH:13][CH:12]=[CH:11][CH:10]=1.